The task is: Predict the reaction yield, written as a fraction of the theoretical maximum amount of product (1.0 means a 100% yield; for example, 0.34 means a 34% yield).. This data is from Reaction yield outcomes from USPTO patents with 853,638 reactions. (1) The reactants are [Cl-].[CH3:2][O:3][CH3:4].C1(P(C2C=CC=CC=2)C2C=CC=CC=2)C=CC=CC=1.[Li+].C[Si]([N-][Si](C)(C)C)(C)C.[CH:34]1([C:38]2[O:42][C:41]([NH:43][C:44]3[CH:45]=[CH:46][C:47]([C:50]4[CH:55]=[CH:54][C:53]([C:56]56[CH2:63][CH2:62][C:59]([CH:64]=O)([CH2:60][CH2:61]5)[CH2:58][O:57]6)=[CH:52][CH:51]=4)=[N:48][CH:49]=3)=[N:40][N:39]=2)[CH2:37][CH2:36][CH2:35]1. The catalyst is O1CCCC1. The product is [CH:34]1([C:38]2[O:42][C:41]([NH:43][C:44]3[CH:49]=[N:48][C:47]([C:50]4[CH:55]=[CH:54][C:53]([C:56]56[CH2:63][CH2:62][C:59]([CH:64]=[CH:2][O:3][CH3:4])([CH2:60][CH2:61]5)[CH2:58][O:57]6)=[CH:52][CH:51]=4)=[CH:46][CH:45]=3)=[N:40][N:39]=2)[CH2:35][CH2:36][CH2:37]1. The yield is 0.310. (2) The reactants are [F:1][C:2]1[CH:7]=[CH:6][C:5]([C:8]2[C:16]3[C:15]([CH2:17][CH2:18][CH2:19][CH2:20][O:21][C:22]4[CH:23]=[N:24][CH:25]=[C:26]([CH:31]=4)[C:27](OC)=[O:28])=[N:14][CH:13]=[N:12][C:11]=3[S:10][CH:9]=2)=[CH:4][CH:3]=1.[CH3:32][NH2:33]. The catalyst is C(O)CCC. The yield is 0.200. The product is [F:1][C:2]1[CH:7]=[CH:6][C:5]([C:8]2[C:16]3[C:15]([CH2:17][CH2:18][CH2:19][CH2:20][O:21][C:22]4[CH:23]=[N:24][CH:25]=[C:26]([CH:31]=4)[C:27]([NH:33][CH3:32])=[O:28])=[N:14][CH:13]=[N:12][C:11]=3[S:10][CH:9]=2)=[CH:4][CH:3]=1. (3) No catalyst specified. The reactants are [Br:1][C:2]1[CH:3]=[CH:4][C:5]([OH:23])=[C:6]([CH:22]=1)[C:7]([NH:9][C:10]1[CH:15]=[C:14]([C:16]([F:19])([F:18])[F:17])[CH:13]=[C:12]([O:20][CH3:21])[CH:11]=1)=[O:8].[N:24]1([C:30](Cl)=[O:31])[CH2:29][CH2:28][O:27][CH2:26][CH2:25]1. The yield is 0.858. The product is [Br:1][C:2]1[CH:3]=[CH:4][C:5]([O:23][C:30]([N:24]2[CH2:29][CH2:28][O:27][CH2:26][CH2:25]2)=[O:31])=[C:6]([CH:22]=1)[C:7]([NH:9][C:10]1[CH:15]=[C:14]([C:16]([F:19])([F:17])[F:18])[CH:13]=[C:12]([O:20][CH3:21])[CH:11]=1)=[O:8]. (4) The reactants are [NH2:1][C:2]1[CH:7]=[CH:6][C:5]([C:8]([N:10]2[CH2:15][CH2:14][N:13]([CH2:16][CH3:17])[CH2:12][CH2:11]2)=O)=[C:4]([C:18]([F:21])([F:20])[F:19])[CH:3]=1.CSC. The catalyst is C1COCC1. The product is [CH2:16]([N:13]1[CH2:14][CH2:15][N:10]([CH2:8][C:5]2[CH:6]=[CH:7][C:2]([NH2:1])=[CH:3][C:4]=2[C:18]([F:21])([F:19])[F:20])[CH2:11][CH2:12]1)[CH3:17]. The yield is 0.694. (5) The reactants are [C:1]([O:5][C:6](=[O:20])[N:7]([CH3:19])[C:8]1[S:12][C:11]([C:13]2[CH:14]=[N:15][CH:16]=[CH:17][CH:18]=2)=[N:10][CH:9]=1)([CH3:4])([CH3:3])[CH3:2].[Cl:21]N1C(=O)CCC1=O. The catalyst is C(#N)C. The product is [C:1]([O:5][C:6](=[O:20])[N:7]([C:8]1[S:12][C:11]([C:13]2[CH:14]=[N:15][CH:16]=[CH:17][CH:18]=2)=[N:10][C:9]=1[Cl:21])[CH3:19])([CH3:4])([CH3:3])[CH3:2]. The yield is 0.620. (6) The reactants are [Cl:1][C:2]1[C:44]([F:45])=[CH:43][CH:42]=[CH:41][C:3]=1[CH2:4][NH:5][C:6](=[O:40])[N:7]([CH:9]([CH2:25][O:26][CH2:27][CH:28]([OH:39])[CH2:29][O:30][P:31]([O:36]CC)([O:33]CC)=[O:32])[CH2:10][O:11][C:12](=[O:24])[NH:13][C:14]1[N:15]=[CH:16][C:17]2[C:22]([CH:23]=1)=[CH:21][CH:20]=[CH:19][CH:18]=2)[CH3:8].[Si](I)(C)(C)C. The catalyst is C(#N)C. The product is [Cl:1][C:2]1[C:44]([F:45])=[CH:43][CH:42]=[CH:41][C:3]=1[CH2:4][NH:5][C:6](=[O:40])[N:7]([CH:9]([CH2:25][O:26][CH2:27][CH:28]([OH:39])[CH2:29][O:30][P:31]([OH:36])([OH:33])=[O:32])[CH2:10][O:11][C:12](=[O:24])[NH:13][C:14]1[N:15]=[CH:16][C:17]2[C:22]([CH:23]=1)=[CH:21][CH:20]=[CH:19][CH:18]=2)[CH3:8]. The yield is 0.730. (7) The product is [C:33]([Si:20]([C:27]1[CH:32]=[CH:31][CH:30]=[CH:29][CH:28]=1)([C:21]1[CH:22]=[CH:23][CH:24]=[CH:25][CH:26]=1)[O:10][CH2:9][CH2:8][C:6]1[CH:7]=[C:2]([Cl:1])[C:3]([OH:12])=[C:4]([Cl:11])[CH:5]=1)([CH3:36])([CH3:34])[CH3:35]. The reactants are [Cl:1][C:2]1[CH:7]=[C:6]([CH2:8][CH2:9][OH:10])[CH:5]=[C:4]([Cl:11])[C:3]=1[OH:12].C(N(CC)CC)C.[Si:20](Cl)([C:33]([CH3:36])([CH3:35])[CH3:34])([C:27]1[CH:32]=[CH:31][CH:30]=[CH:29][CH:28]=1)[C:21]1[CH:26]=[CH:25][CH:24]=[CH:23][CH:22]=1. The catalyst is C(Cl)Cl. The yield is 0.600. (8) The reactants are C(OC([N:8]1[CH2:13][CH2:12][N:11]([C:14]2[CH:19]=[CH:18][C:17]([O:20][CH2:21][CH2:22][CH2:23][O:24][CH2:25][C:26]3[CH:31]=[CH:30][CH:29]=[CH:28][C:27]=3[O:32][CH3:33])=[CH:16][CH:15]=2)[C@@H:10]([CH2:34][O:35][C:36]2[CH:45]=[CH:44][C:43]3[C:38](=[CH:39][CH:40]=[CH:41][CH:42]=3)[CH:37]=2)[CH2:9]1)=O)(C)(C)C.C(Cl)(=O)C. The catalyst is CO. The product is [CH3:33][O:32][C:27]1[CH:28]=[CH:29][CH:30]=[CH:31][C:26]=1[CH2:25][O:24][CH2:23][CH2:22][CH2:21][O:20][C:17]1[CH:16]=[CH:15][C:14]([N:11]2[CH2:12][CH2:13][NH:8][CH2:9][C@@H:10]2[CH2:34][O:35][C:36]2[CH:45]=[CH:44][C:43]3[C:38](=[CH:39][CH:40]=[CH:41][CH:42]=3)[CH:37]=2)=[CH:19][CH:18]=1. The yield is 0.890. (9) The reactants are Br[C:2]1[N:7]=[C:6]([N:8]([CH2:16][C:17]2([O:23][CH3:24])[CH2:22][CH2:21][O:20][CH2:19][CH2:18]2)[C:9](=[O:15])[O:10][C:11]([CH3:14])([CH3:13])[CH3:12])[CH:5]=[CH:4][CH:3]=1.[Cl:25][C:26]1[C:27](B(O)O)=[CH:28][C:29]([F:32])=[N:30][CH:31]=1.C(Cl)Cl.COCCOC. The catalyst is CCOC(C)=O.C1C=CC(P(C2C=CC=CC=2)[C-]2C=CC=C2)=CC=1.C1C=CC(P(C2C=CC=CC=2)[C-]2C=CC=C2)=CC=1.Cl[Pd]Cl.[Fe+2]. The product is [Cl:25][C:26]1[C:27]([C:2]2[CH:3]=[CH:4][CH:5]=[C:6]([N:8]([CH2:16][C:17]3([O:23][CH3:24])[CH2:22][CH2:21][O:20][CH2:19][CH2:18]3)[C:9](=[O:15])[O:10][C:11]([CH3:13])([CH3:14])[CH3:12])[N:7]=2)=[CH:28][C:29]([F:32])=[N:30][CH:31]=1. The yield is 0.570. (10) The product is [CH2:18]([N:7]1[CH2:8][C@@H:9]([C:10]2[CH:15]=[CH:14][C:13]([Cl:16])=[C:12]([F:17])[CH:11]=2)[C@H:5]([C:3]([OH:4])=[O:2])[CH2:6]1)[C:19]1[CH:24]=[CH:23][CH:22]=[CH:21][CH:20]=1. The reactants are C[O:2][C:3]([C@H:5]1[C@H:9]([C:10]2[CH:15]=[CH:14][C:13]([Cl:16])=[C:12]([F:17])[CH:11]=2)[CH2:8][N:7]([CH2:18][C:19]2[CH:24]=[CH:23][CH:22]=[CH:21][CH:20]=2)[CH2:6]1)=[O:4].O[Li].O. The catalyst is O.CO. The yield is 0.730.